Dataset: Forward reaction prediction with 1.9M reactions from USPTO patents (1976-2016). Task: Predict the product of the given reaction. (1) Given the reactants [H-].[Na+].[CH3:3]I.[F:5][C:6]1[CH:11]=[CH:10][C:9]([C:12]2[O:13][C:14]3[CH:25]=[C:24]([NH:26][S:27]([CH3:30])(=[O:29])=[O:28])[C:23]([C:31]4[CH:36]=[CH:35][CH:34]=[CH:33][CH:32]=4)=[CH:22][C:15]=3[C:16]=2[C:17]([O:19][CH2:20][CH3:21])=[O:18])=[CH:8][CH:7]=1, predict the reaction product. The product is: [F:5][C:6]1[CH:7]=[CH:8][C:9]([C:12]2[O:13][C:14]3[CH:25]=[C:24]([N:26]([CH3:3])[S:27]([CH3:30])(=[O:28])=[O:29])[C:23]([C:31]4[CH:32]=[CH:33][CH:34]=[CH:35][CH:36]=4)=[CH:22][C:15]=3[C:16]=2[C:17]([O:19][CH2:20][CH3:21])=[O:18])=[CH:10][CH:11]=1. (2) Given the reactants [CH3:1][CH:2]([O:4][C:5]1[CH:10]=[CH:9][C:8]([C:11]2[O:15][N:14]=[C:13]([C:16]3[CH:32]=[CH:31][C:19]4[CH2:20][CH2:21][N:22]([CH2:25][C:26]([O:28]CC)=[O:27])[CH2:23][CH2:24][C:18]=4[CH:17]=3)[N:12]=2)=[CH:7][C:6]=1[C:33]([F:36])([F:35])[F:34])[CH3:3].[OH-].[Na+], predict the reaction product. The product is: [CH3:3][CH:2]([O:4][C:5]1[CH:10]=[CH:9][C:8]([C:11]2[O:15][N:14]=[C:13]([C:16]3[CH:32]=[CH:31][C:19]4[CH2:20][CH2:21][N:22]([CH2:25][C:26]([OH:28])=[O:27])[CH2:23][CH2:24][C:18]=4[CH:17]=3)[N:12]=2)=[CH:7][C:6]=1[C:33]([F:36])([F:35])[F:34])[CH3:1].